Task: Predict the reaction yield, written as a fraction of the theoretical maximum amount of product (1.0 means a 100% yield; for example, 0.34 means a 34% yield).. Dataset: Reaction yield outcomes from USPTO patents with 853,638 reactions The reactants are [C:1]1([CH:7]([C:21]2[CH:26]=[CH:25][CH:24]=[CH:23][CH:22]=2)[O:8][C:9]2[CH:14]=[CH:13][C:12]([CH2:15]O)=[CH:11][C:10]=2[CH2:17][CH:18]([CH3:20])[CH3:19])[CH:6]=[CH:5][CH:4]=[CH:3][CH:2]=1.[F:27][C:28]1[CH:33]=[C:32]([NH:34][S:35]([C:38]2[CH:43]=[CH:42][CH:41]=[CH:40][C:39]=2[N+:44]([O-:46])=[O:45])(=[O:37])=[O:36])[CH:31]=[CH:30][C:29]=1[CH2:47][CH2:48][C:49]([O:51][CH2:52][CH3:53])=[O:50].C1(P(C2C=CC=CC=2)C2C=CC=CC=2)C=CC=CC=1.N(C(OCC)=O)=NC(OCC)=O. The catalyst is O1CCCC1. The product is [C:1]1([CH:7]([C:21]2[CH:26]=[CH:25][CH:24]=[CH:23][CH:22]=2)[O:8][C:9]2[CH:14]=[CH:13][C:12]([CH2:15][N:34]([S:35]([C:38]3[CH:43]=[CH:42][CH:41]=[CH:40][C:39]=3[N+:44]([O-:46])=[O:45])(=[O:36])=[O:37])[C:32]3[CH:31]=[CH:30][C:29]([CH2:47][CH2:48][C:49]([O:51][CH2:52][CH3:53])=[O:50])=[C:28]([F:27])[CH:33]=3)=[CH:11][C:10]=2[CH2:17][CH:18]([CH3:20])[CH3:19])[CH:6]=[CH:5][CH:4]=[CH:3][CH:2]=1. The yield is 0.780.